Dataset: NCI-60 drug combinations with 297,098 pairs across 59 cell lines. Task: Regression. Given two drug SMILES strings and cell line genomic features, predict the synergy score measuring deviation from expected non-interaction effect. (1) Drug 1: C1CCN(CC1)CCOC2=CC=C(C=C2)C(=O)C3=C(SC4=C3C=CC(=C4)O)C5=CC=C(C=C5)O. Drug 2: CC1C(C(=O)NC(C(=O)N2CCCC2C(=O)N(CC(=O)N(C(C(=O)O1)C(C)C)C)C)C(C)C)NC(=O)C3=C4C(=C(C=C3)C)OC5=C(C(=O)C(=C(C5=N4)C(=O)NC6C(OC(=O)C(N(C(=O)CN(C(=O)C7CCCN7C(=O)C(NC6=O)C(C)C)C)C)C(C)C)C)N)C. Cell line: SN12C. Synergy scores: CSS=28.9, Synergy_ZIP=-4.94, Synergy_Bliss=1.98, Synergy_Loewe=-65.9, Synergy_HSA=0.781. (2) Drug 1: C1C(C(OC1N2C=NC3=C(N=C(N=C32)Cl)N)CO)O. Drug 2: CC=C1C(=O)NC(C(=O)OC2CC(=O)NC(C(=O)NC(CSSCCC=C2)C(=O)N1)C(C)C)C(C)C. Cell line: SNB-75. Synergy scores: CSS=30.0, Synergy_ZIP=-0.701, Synergy_Bliss=0.947, Synergy_Loewe=-24.5, Synergy_HSA=1.04. (3) Drug 1: CN(C)N=NC1=C(NC=N1)C(=O)N. Drug 2: C1C(C(OC1N2C=NC(=NC2=O)N)CO)O. Cell line: HOP-92. Synergy scores: CSS=5.13, Synergy_ZIP=-3.24, Synergy_Bliss=-1.69, Synergy_Loewe=-10.6, Synergy_HSA=-1.06.